From a dataset of Catalyst prediction with 721,799 reactions and 888 catalyst types from USPTO. Predict which catalyst facilitates the given reaction. (1) Reactant: Cl[C:2]1[N:7]=[C:6]([C:8]#[N:9])[CH:5]=[CH:4][N:3]=1.[Cl:10][C:11]1[CH:16]=[CH:15][C:14]([C@H:17]([NH2:20])[CH2:18][CH3:19])=[C:13]([F:21])[C:12]=1[O:22][C:23]1[CH:28]=[CH:27][CH:26]=[CH:25][CH:24]=1.C(=O)([O-])[O-].[K+].[K+].CN(C)C=O. Product: [Cl:10][C:11]1[CH:16]=[CH:15][C:14]([C@H:17]([NH:20][C:2]2[N:7]=[C:6]([C:8]#[N:9])[CH:5]=[CH:4][N:3]=2)[CH2:18][CH3:19])=[C:13]([F:21])[C:12]=1[O:22][C:23]1[CH:24]=[CH:25][CH:26]=[CH:27][CH:28]=1. The catalyst class is: 13. (2) Reactant: COC([CH:5]1[C:13](=[O:14])[CH:12]([CH3:15])[C@H:11]2[N:7]([CH2:8][CH2:9][CH2:10]2)[C:6]1=[O:16])=O.C(=O)([O-])O.[Na+]. Product: [CH3:15][CH:12]1[C@H:11]2[N:7]([CH2:8][CH2:9][CH2:10]2)[C:6](=[O:16])[CH2:5][C:13]1=[O:14]. The catalyst class is: 15. (3) Reactant: [CH2:1]([N:8]1[C:13](=[O:14])[CH:12]=[CH:11][C:10]([CH2:15][C:16]2[C:24]3[C:19](=[CH:20][CH:21]=[CH:22][CH:23]=3)[N:18]([CH2:25][C:26]([O:28]C)=[O:27])[C:17]=2[CH3:30])=[N:9]1)[C:2]1[CH:7]=[CH:6][CH:5]=[CH:4][CH:3]=1.C1COCC1.[OH-].[Li+].Cl. Product: [CH2:1]([N:8]1[C:13](=[O:14])[CH:12]=[CH:11][C:10]([CH2:15][C:16]2[C:24]3[C:19](=[CH:20][CH:21]=[CH:22][CH:23]=3)[N:18]([CH2:25][C:26]([OH:28])=[O:27])[C:17]=2[CH3:30])=[N:9]1)[C:2]1[CH:7]=[CH:6][CH:5]=[CH:4][CH:3]=1. The catalyst class is: 72. (4) Reactant: [F:1][C:2]1[CH:7]=[CH:6][C:5]([CH:8]2[C:17]3[N:16]=[CH:15][CH:14]=[CH:13][C:12]=3[CH:11]=[CH:10][N:9]2[C:18]([O:20][CH2:21][CH3:22])=[O:19])=[CH:4][CH:3]=1. Product: [F:1][C:2]1[CH:7]=[CH:6][C:5]([CH:8]2[C:17]3[N:16]=[CH:15][CH:14]=[CH:13][C:12]=3[CH2:11][CH2:10][N:9]2[C:18]([O:20][CH2:21][CH3:22])=[O:19])=[CH:4][CH:3]=1. The catalyst class is: 50. (5) Product: [CH2:16]([NH:18][S:10]([CH2:9][C:6]1[CH:7]=[CH:8][C:3]([C:2]([F:15])([F:14])[F:1])=[CH:4][CH:5]=1)(=[O:12])=[O:11])[CH3:17]. The catalyst class is: 1. Reactant: [F:1][C:2]([F:15])([F:14])[C:3]1[CH:8]=[CH:7][C:6]([CH2:9][S:10](Cl)(=[O:12])=[O:11])=[CH:5][CH:4]=1.[CH2:16]([NH2:18])[CH3:17].